From a dataset of Reaction yield outcomes from USPTO patents with 853,638 reactions. Predict the reaction yield, written as a fraction of the theoretical maximum amount of product (1.0 means a 100% yield; for example, 0.34 means a 34% yield). (1) The reactants are O[CH2:2][C:3]1[CH:8]=[CH:7][C:6]([NH:9][C:10]([C:12]2[CH:17]=[CH:16][CH:15]=[CH:14][N:13]=2)=[O:11])=[CH:5][CH:4]=1.CCN(CC)CC.CS([Cl:29])(=O)=O. No catalyst specified. The product is [Cl:29][CH2:2][C:3]1[CH:8]=[CH:7][C:6]([NH:9][C:10]([C:12]2[CH:17]=[CH:16][CH:15]=[CH:14][N:13]=2)=[O:11])=[CH:5][CH:4]=1. The yield is 0.950. (2) The reactants are Cl[C:2]1[CH:7]=[CH:6][N:5]2[N:8]=[CH:9][C:10]([C:11]([O:13][CH2:14][CH3:15])=[O:12])=[C:4]2[N:3]=1.[F:16][C:17]1[CH:22]=[CH:21][C:20]([F:23])=[CH:19][C:18]=1[C@@H:24]1[CH2:28][C@H:27]([F:29])[CH2:26][NH:25]1.[F-].[K+].O. The catalyst is CS(C)=O. The product is [F:16][C:17]1[CH:22]=[CH:21][C:20]([F:23])=[CH:19][C:18]=1[C@@H:24]1[CH2:28][C@H:27]([F:29])[CH2:26][N:25]1[C:2]1[CH:7]=[CH:6][N:5]2[N:8]=[CH:9][C:10]([C:11]([O:13][CH2:14][CH3:15])=[O:12])=[C:4]2[N:3]=1. The yield is 0.880. (3) The reactants are [F:1][C:2]1[CH:3]=[C:4]([CH:10]=[CH:11][C:12]=1[CH2:13][C:14]1[S:15][CH:16]=[C:17]([C:19]2[CH:24]=[CH:23][CH:22]=[C:21]([C:25]([F:28])([F:27])[F:26])[CH:20]=2)[N:18]=1)[C:5]([O:7]CC)=[O:6].[OH-].[Na+].Cl. The catalyst is C(O)C.[Cl-].[Na+].O. The product is [F:1][C:2]1[CH:3]=[C:4]([CH:10]=[CH:11][C:12]=1[CH2:13][C:14]1[S:15][CH:16]=[C:17]([C:19]2[CH:24]=[CH:23][CH:22]=[C:21]([C:25]([F:26])([F:27])[F:28])[CH:20]=2)[N:18]=1)[C:5]([OH:7])=[O:6]. The yield is 0.760.